Dataset: Forward reaction prediction with 1.9M reactions from USPTO patents (1976-2016). Task: Predict the product of the given reaction. The product is: [C:1]1([S:7]([CH2:10][C:11]2[C:16]([C:17]([O:19][CH2:20][CH3:21])=[O:18])=[C:15]([O:22][CH3:23])[C:14]([CH:26]3[CH2:28][CH2:27]3)=[CH:13][CH:12]=2)(=[O:9])=[O:8])[CH:6]=[CH:5][CH:4]=[CH:3][CH:2]=1. Given the reactants [C:1]1([S:7]([CH2:10][C:11]2[C:16]([C:17]([O:19][CH2:20][CH3:21])=[O:18])=[C:15]([O:22][CH3:23])[C:14](Br)=[CH:13][CH:12]=2)(=[O:9])=[O:8])[CH:6]=[CH:5][CH:4]=[CH:3][CH:2]=1.O.[CH:26]1(B(O)O)[CH2:28][CH2:27]1.C(Cl)Cl.C(=O)([O-])[O-].[Cs+].[Cs+], predict the reaction product.